This data is from CYP1A2 inhibition data for predicting drug metabolism from PubChem BioAssay. The task is: Regression/Classification. Given a drug SMILES string, predict its absorption, distribution, metabolism, or excretion properties. Task type varies by dataset: regression for continuous measurements (e.g., permeability, clearance, half-life) or binary classification for categorical outcomes (e.g., BBB penetration, CYP inhibition). Dataset: cyp1a2_veith. (1) The molecule is Cc1cccc(N(CC(=O)NCCSCc2ccco2)S(=O)(=O)c2ccccc2)c1. The result is 0 (non-inhibitor). (2) The molecule is Cc1ccc(N(Cc2ccccc2)Cc2ccccc2)cc1. The result is 0 (non-inhibitor). (3) The compound is Clc1ccccc1C(Nc1cnccn1)Nc1cnccn1. The result is 0 (non-inhibitor). (4) The molecule is O=C1c2cccnc2C(O)N1C1CCCCC1. The result is 0 (non-inhibitor). (5) The result is 1 (inhibitor). The drug is Cc1ccc(CNC(=O)Cc2csc(Nc3nc(=S)[nH]c4ccccc34)n2)cc1. (6) The drug is CN(C)C[C@@H](O)c1ccc(Cl)c2ccccc12.Cc1ccc(S(=O)(=O)O)cc1. The result is 1 (inhibitor). (7) The drug is Cc1cc(N2C(=O)C(O)=C(C(=O)c3ccco3)C2c2ccc(O)cc2)no1. The result is 0 (non-inhibitor).